From a dataset of Catalyst prediction with 721,799 reactions and 888 catalyst types from USPTO. Predict which catalyst facilitates the given reaction. (1) Product: [N:18]1([CH2:17][CH2:16][O:15][C@H:12]2[CH2:11][CH2:10][C@H:9]([NH2:8])[CH2:14][CH2:13]2)[CH2:19][CH2:20][CH2:21][CH2:22][CH2:23]1. Reactant: C([N:8](CC1C=CC=CC=1)[C@H:9]1[CH2:14][CH2:13][C@H:12]([O:15][CH2:16][CH2:17][N:18]2[CH2:23][CH2:22][CH2:21][CH2:20][CH2:19]2)[CH2:11][CH2:10]1)C1C=CC=CC=1.[H][H]. The catalyst class is: 563. (2) Reactant: [OH:1][CH:2]1[CH2:6][N:5]([C:7]2[C:11]([NH:12][C:13]([C:15]3[N:16]=[C:17]([C:20]4[CH:25]=[CH:24][N:23]=[C:22]([N:26]([CH2:34][C:35]([F:38])([F:37])[F:36])[C:27](=[O:33])[O:28][C:29]([CH3:32])([CH3:31])[CH3:30])[CH:21]=4)[O:18][CH:19]=3)=[O:14])=[CH:10][N:9]([CH3:39])[N:8]=2)[C:4](=[O:40])[C:3]1([CH3:42])[CH3:41].C(N(CC)CC)C.[CH3:50][S:51](Cl)(=[O:53])=[O:52]. Product: [CH3:50][S:51]([O:1][CH:2]1[C:3]([CH3:42])([CH3:41])[C:4](=[O:40])[N:5]([C:7]2[C:11]([NH:12][C:13]([C:15]3[N:16]=[C:17]([C:20]4[CH:25]=[CH:24][N:23]=[C:22]([N:26]([C:27]([O:28][C:29]([CH3:32])([CH3:31])[CH3:30])=[O:33])[CH2:34][C:35]([F:36])([F:38])[F:37])[CH:21]=4)[O:18][CH:19]=3)=[O:14])=[CH:10][N:9]([CH3:39])[N:8]=2)[CH2:6]1)(=[O:53])=[O:52]. The catalyst class is: 115. (3) Reactant: [F:1][C:2]1[S:6][C:5]([NH:7][CH2:8][C:9]2[CH:14]=[CH:13][C:12]([O:15][CH3:16])=[CH:11][CH:10]=2)=[N:4][CH:3]=1.[Cl:17][C:18]1[CH:19]=[CH:20][C:21]([O:50][CH3:51])=[C:22]([C:24]2[C:33]3[C:28](=[CH:29][C:30]([S:34](OC4C(F)=C(F)C(F)=C(F)C=4F)(=[O:36])=[O:35])=[CH:31][CH:32]=3)[C:27](=[O:49])[NH:26][N:25]=2)[CH:23]=1.C[Si]([N-][Si](C)(C)C)(C)C.[Li+]. Product: [Cl:17][C:18]1[CH:19]=[CH:20][C:21]([O:50][CH3:51])=[C:22]([C:24]2[C:33]3[C:28](=[CH:29][C:30]([S:34]([N:7]([C:5]4[S:6][C:2]([F:1])=[CH:3][N:4]=4)[CH2:8][C:9]4[CH:14]=[CH:13][C:12]([O:15][CH3:16])=[CH:11][CH:10]=4)(=[O:36])=[O:35])=[CH:31][CH:32]=3)[C:27](=[O:49])[NH:26][N:25]=2)[CH:23]=1. The catalyst class is: 1. (4) Product: [F:1][C:2]([F:39])([F:38])[C:3]1[CH:4]=[C:5]([CH:31]=[C:32]([C:34]([F:37])([F:36])[F:35])[CH:33]=1)[CH2:6][N:7]([CH2:8][C:9]1[C:10]([N:16]([CH2:20][CH:21]2[CH2:23][CH2:22]2)[CH2:17][CH2:18][CH3:19])=[N:11][CH:12]=[C:13]([Cl:15])[CH:14]=1)[C:24]1[N:29]=[CH:28][C:27]([N:67]2[CH2:72][CH2:71][O:70][CH2:69][CH2:68]2)=[CH:26][N:25]=1. Reactant: [F:1][C:2]([F:39])([F:38])[C:3]1[CH:4]=[C:5]([CH:31]=[C:32]([C:34]([F:37])([F:36])[F:35])[CH:33]=1)[CH2:6][N:7]([C:24]1[N:29]=[CH:28][C:27](Br)=[CH:26][N:25]=1)[CH2:8][C:9]1[C:10]([N:16]([CH2:20][CH:21]2[CH2:23][CH2:22]2)[CH2:17][CH2:18][CH3:19])=[N:11][CH:12]=[C:13]([Cl:15])[CH:14]=1.CC(C)([O-])C.[Na+].C(P(C(C)(C)C)C1C=CC=CC=1C1C=CC=CC=1)(C)(C)C.[NH:67]1[CH2:72][CH2:71][O:70][CH2:69][CH2:68]1. The catalyst class is: 101.